This data is from Human Reference Interactome with 51,813 positive PPI pairs across 8,248 proteins, plus equal number of experimentally-validated negative pairs. The task is: Binary Classification. Given two protein amino acid sequences, predict whether they physically interact or not. (1) Protein 1 (ENSG00000198060) has sequence MPDQALQQMLDRSCWVCFATDEDDRTAEWVRPCRCRGSTKWVHQACLQRWVDEKQRGNSTARVACPQCNAEYLIVFPKLGPVVYVLDLADRLISKACPFAAAGIMVGSIYWTAVTYGAVTVMQVVGHKEGLDVMERADPLFLLIGLPTIPVMLILGKMIRWEDYVLRLWRKYSNKLQILNSIFPGIGCPVPRIPAEANPLADHVSATRILCGALVFPTIATIVGKLMFSSVNSNLQRTILGGIAFVAIKGAFKVYFKQQQYLRQAHRKILNYPEQEEA*. Protein 2 (ENSG00000173113) has sequence MKLLTHNLLSSHVRGVGSRGFPLRLQATEVRICPVEFNPNFVARMIPKVEWSAFLEAADNVPKGPVEGYEENEEFLRTMHHLLLEVEVIEGTLQCPESGRMFPISRGIPNMLLSEEETES*MCGGWGPVASPCASRYPPAAVFPFRAGWWAGVQCLPKLLRPAGHRGPYLPCGIQPQLRGAYDT*MKLLTHNLLSSHVRGVGSRGFPLRLQATEVRICPVEFNPNFVARMIPKVEWSAFLEAADNLRLIQVPKGPVEGYEENEEFLRTMHHLLLEVRSGPSLASRATCLPH*MKLLTHNL.... Result: 0 (the proteins do not interact). (2) Protein 1 (ENSG00000139637) has sequence MGHQFLRGLLTLLLPPPPLYTRHRMLGPESVPPPKRSRSKLMAPPRIGTHNGTFHCDEALACALLRLLPEYRDAEIVRTRDPEKLASCDIVVDVGGEYDPRRHRYDHHQRSFTETMSSLSPGKPWQTKLSSAGLIYLHFGHKLLAQLLGTSEEDSMVGTLYDKMYENFVEEVDAVDNGISQWAEGEPRYALTTTLSARVARLNPTWNHPDQDTEAGFKRAMDLVQEEFLQRLDFYQHSWLPARALVEEALAQRFQVDPSGEIVELAKGACPWKEHLYHLESGLSPPVAIFFVIYTDQAGQ.... Protein 2 (ENSG00000177885) has sequence MEAIAKYDFKATADDELSFKRGDILKVLNEECDQNWYKAELNGKDGFIPKNYIEMKPHPFGNDVQHFKVLRDGAGKYFLWVVKFNSLNELVDYHRSTSVSRNQQIFLRDIEQVPQQPTYVQALFDFDPQEDGELGFRRGDFIHVMDNSDPNWWKGACHGQTGMFPRNYVTPVNRNV*MEAIAKYDFKATADDELSFKRGDILKVLNEECDQNWYKAELNGKDGFIPKNYIEMKPHPWFFGKIPRAKAEEMLSKQRHDGAFLIRESESAPGDFSLSVKFGNDVQHFKVLRDGAGKYFLWVV.... Result: 1 (the proteins interact). (3) Protein 1 (ENSG00000173421) has sequence MNFNVWNIKEMLSIPSGSGNKKSSNWNNNQNDYSSLSDSQFLFGSQFCPENSETLSAPLDFGAHLRHSKQSQQNYLEGEPSIFTKYQTKPQLFGGDIKDGGLFPPPLSVGKSKGLLEQFEEKKKRAKDKCDSETLYNFVSNVRESILRLQTSVEKSEDHLSSRSQSILDSLETVAKTLQETIQAQNDLVFEAVQDKGNMEQAILEMKKRFEARQGEFIEMKSNLKHLEVLVAQQSQEFQQLCEQLGQLNVPSVLAELKRLISVPPVKDSASQTSPPLAQSLNLTRQEKYTSEKPVLWQAQ.... Protein 2 (ENSG00000163554) has sequence MEQFPKETVVESSGPKVLETAEEIQERRQEVLTRYQSFKERVAERGQKLEDSYHLQVFKRDADDLGKWIMEKVNILTDKSYEDPTNIQGKYQKHQSLEAEVQTKSRLMSELEKTREERFTMGHSAHEETKAHIEELRHLWDLLLELTLEKGDQLLRALKFQQYVQECADILEWIGDKEAIATSVELGEDWERTEVLHKKFEDFQVELVAKEGRVVEVNQYANECAEENHPDLPLIQSKQNEVNAAWERLRGLALQRQKALSNAANLQRFKRDVTEAIQWIKEKEPVLTSEDYGKDLVASE.... Result: 0 (the proteins do not interact). (4) Protein 1 (ENSG00000243414) has sequence MGIGKSKINSCPLSLSWGKRHSVDTSPGYHESDSKKSEDLSLCNVAEHSNTTEGPTGKQEGAQSVEEMFEEEAEEEVFLKFVILHAEDDTDEALRVQNLLQDDFGIKPGIIFAEMPCGRQHLQNLDDAVNGSAWTILLLTENFLRDTWCNFQFYTSLMNSVNRQHKYNSVIPMRPLNNPLPRERTPFALQTINALEEESRGFPTQVERIFQESVYKTQQTIWKETRNMVQRQFIA*. Protein 2 (ENSG00000104728) has sequence MDQREPLPPAPAENEMKYDTNNNEEEEGEQFDFDSGDEIPEADRQAPSAPETGGAGASEAPAPTGGEDGAGAETTPVAEPTKLVLPMKVNPYSVIDITPFQEDQPPTPVPSAEEENVGLHVPCGYLVPVPCGYAVPSNLPLLLPAYSSPVIICATSLDEEETPEVTEDRQPNSLSSEEPPTSEDQVGREDSALARWAADPANTAWMENPEEAIYDDVPRENSDSEPDEMIYDDVENGDEGGNSSLEYGWSSSEFESYEEQSDSECKNGIPRSFLRSNHKKQLSHDLTRLKEHYEKKMRDL.... Result: 0 (the proteins do not interact). (5) Protein 1 (ENSG00000071051) has sequence MTEEVIVIAKWDYTAQQDQELDIKKNERLWLLDDSKTWWRVRNAANRTGYVPSNYVERKNSLKKGSLVKNLKDTLGLGKTRRKTSARDASPTPSTDAEYPANGSGADRIYDLNIPAFVKFAYVAEREDELSLVKGSRVTVMEKCSDGWWRGSYNGQIGWFPSNYVLEEVDEAAAESPSFLSLRKGASLSNGQGSRVLHVVQTLYPFSSVTEEELNFEKGETMEVIEKPENDPEWWKCKNARGQVGLVPKNYVVVLSDGPALHPAHAPQISYTGPSSSGRFAGREWYYGNVTRHQAECALN.... Protein 2 (ENSG00000172830) has sequence MALVTVSRSPPGSGASTPVGPWDQAVQRRSRLQRRQSFAVLRGAVLGLQDGGDNDDAAEASSEPTEKAPSEEELHGDQTDFGQGSQSPQKQEEQRQHLHLMVQLLRPQDDIRLAAQLEAPRPPRLRYLLVVSTREGEGLSQDETVLLGVDFPDSSSPSCTLGLVLPLWSDTQVYLDGDGGFSVTSGGQSRIFKPISIQTMWATLQVLHQACEAALGSGLVPGGSALTWASHYQERLNSEQSCLNEWTAMADLESLRPPSAEPGGSSEQEQMEQAIRAELWKVLDLESTSETSDMPEVFSS.... Result: 1 (the proteins interact). (6) Protein 1 (ENSG00000134545) has sequence MDNQGVIYSDLNLPPNPKRQQRKPKGNKNSILATEQEITYAELNLQKASQDFQGNDKTYHCKDLPSAPEKLIVGILGIICLILMASVVTIVVIPSRHCGHCPEEWITYSNSCYYIGKERRTWEESLLACTSKNSSLLSIDNEEEMKFLSIISPSSWIGVFRNSSHHPWVTMNGLAFKHEIKDSDNAELNCAVLQVNRLKSAQCGSSIIYHCKHKL*MDNQGVIYSDLNLPPNPKRQQRKPKGNKNSILATEQEITYAELNLQKASQDFQGNDKTYHCKDLPSAPEKLIVGILGIICLILM.... Protein 2 (ENSG00000166452) has sequence MDNCLAAAALNGVDRRSLQRSARLALEVLERAKRRAVDWHALERPKGCMGVLAREAPHLEKQPAAGPQRVLPGEKYYSSVPEEGGATHVYRYHRGESKLHMCLDIGNGQRKDRKKTSLGPGGSYQISEHAPEASQPAENISKDLYIEVYPGTYSVTVGSNDLTKKTHVVAVDSGQSVDLVFPV*MDNCLAAAALNGVDRRSLQRSARLALEVLERAKRRAVDWHALERPKGCMGVLAREAPHLEKQPAAGPQRVLPGEREERPPTLSASFRTMAEFMDYTSSQCGKYYSSVPEEGGATHV.... Result: 0 (the proteins do not interact).